From a dataset of Reaction yield outcomes from USPTO patents with 853,638 reactions. Predict the reaction yield, written as a fraction of the theoretical maximum amount of product (1.0 means a 100% yield; for example, 0.34 means a 34% yield). (1) The reactants are [Cl:1][C:2]1[N:7]=[C:6]([C:8](OCC)=[O:9])[C:5]([NH:13][CH:14]2[CH2:16][CH2:15]2)=[CH:4][N:3]=1.[NH3:17]. No catalyst specified. The product is [Cl:1][C:2]1[N:7]=[C:6]([C:8]([NH2:17])=[O:9])[C:5]([NH:13][CH:14]2[CH2:16][CH2:15]2)=[CH:4][N:3]=1. The yield is 0.700. (2) The reactants are C(O)(=O)C.[NH2:5][C:6]1[S:7][C:8]([CH3:16])=[CH:9][C:10]=1[C:11]([O:13][CH2:14][CH3:15])=[O:12].[O-:17][C:18]#[N:19].[Na+]. The product is [CH3:16][C:8]1[S:7][C:6]([NH:5][C:18]([NH2:19])=[O:17])=[C:10]([C:11]([O:13][CH2:14][CH3:15])=[O:12])[CH:9]=1. The yield is 0.620. The catalyst is O. (3) The reactants are C([O:3][C:4](=[O:24])[CH2:5][CH:6]1[O:10][B:9]([OH:11])[C:8]2[CH:12]=[C:13]([O:17][C:18]3[CH:23]=[CH:22][CH:21]=[CH:20][N:19]=3)[CH:14]=[C:15]([CH3:16])[C:7]1=2)C.[Li+].[OH-].Cl. The catalyst is C1COCC1.O. The product is [OH:11][B:9]1[C:8]2[CH:12]=[C:13]([O:17][C:18]3[CH:23]=[CH:22][CH:21]=[CH:20][N:19]=3)[CH:14]=[C:15]([CH3:16])[C:7]=2[CH:6]([CH2:5][C:4]([OH:24])=[O:3])[O:10]1. The yield is 0.750. (4) The reactants are [OH-].[K+].C([O:5][C:6](=[O:31])[C:7]([CH2:22][CH2:23][CH2:24][CH2:25][C:26]([CH3:30])([CH3:29])[CH2:27][OH:28])([CH2:13][CH2:14][CH2:15][CH2:16][C:17]([CH3:21])([CH3:20])[CH2:18][OH:19])[C:8]([O:10]CC)=[O:9])C. The catalyst is O.C(O)C. The product is [OH:28][CH2:27][C:26]([CH3:30])([CH3:29])[CH2:25][CH2:24][CH2:23][CH2:22][C:7]([CH2:13][CH2:14][CH2:15][CH2:16][C:17]([CH3:21])([CH3:20])[CH2:18][OH:19])([C:8]([OH:10])=[O:9])[C:6]([OH:31])=[O:5]. The yield is 0.823. (5) The reactants are [CH3:1][S:2][C:3]1[S:7][N:6]=[C:5]([NH2:8])[N:4]=1.CO[CH:11](OC)[N:12]([CH3:14])[CH3:13]. The catalyst is O1CCOCC1. The product is [CH3:11][N:12]([CH3:14])[CH:13]=[N:8][C:5]1[N:4]=[C:3]([S:2][CH3:1])[S:7][N:6]=1. The yield is 0.960. (6) The reactants are CS(O[CH:6]1[CH2:11][CH2:10][N:9]([C:12]([O:14][C:15]([CH3:18])([CH3:17])[CH3:16])=[O:13])[CH2:8][CH2:7]1)(=O)=O.[CH3:19][C:20]1([CH3:32])[C:24]([CH3:26])([CH3:25])[O:23][B:22]([C:27]2[CH:28]=[N:29][NH:30][CH:31]=2)[O:21]1.C([O-])([O-])=O.[Cs+].[Cs+]. The catalyst is CN(C=O)C.O. The product is [CH3:19][C:20]1([CH3:32])[C:24]([CH3:25])([CH3:26])[O:23][B:22]([C:27]2[CH:31]=[N:30][N:29]([CH:6]3[CH2:11][CH2:10][N:9]([C:12]([O:14][C:15]([CH3:18])([CH3:17])[CH3:16])=[O:13])[CH2:8][CH2:7]3)[CH:28]=2)[O:21]1. The yield is 0.390. (7) The reactants are [OH:1][CH2:2][CH2:3][CH2:4][CH2:5][CH2:6][C:7]([O:9][CH2:10][CH3:11])=[O:8].C(N(CC)CC)C.[CH3:19][S:20](Cl)(=[O:22])=[O:21]. The catalyst is ClCCl. The product is [CH3:19][S:20]([O:1][CH2:2][CH2:3][CH2:4][CH2:5][CH2:6][C:7]([O:9][CH2:10][CH3:11])=[O:8])(=[O:22])=[O:21]. The yield is 0.850. (8) The reactants are [CH3:1][O:2][C:3]([NH:5][C@H:6]([C:10]([N:12]1[CH2:16][CH2:15][CH2:14][C@@H:13]1[C:17]1[NH:18][C:19]([C:22]2[CH:23]=[CH:24][C:25]3[C:54]4[C:30](=[C:31]5[C:51](=[CH:52][CH:53]=4)[C:35]4[N:36]=[C:37]([C@@H:39]6[CH2:43][CH2:42][CH2:41][N:40]6C(OC(C)(C)C)=O)[NH:38][C:34]=4[CH:33]=[CH:32]5)[O:29][CH2:28][C:26]=3[CH:27]=2)=[CH:20][N:21]=1)=[O:11])[CH:7]([CH3:9])[CH3:8])=[O:4].Cl.[CH3:56][O:57][C:58]([NH:60][C@H:61]([C:65]1[CH:70]=[CH:69][CH:68]=[CH:67][CH:66]=1)[C:62]([OH:64])=O)=[O:59].CCOC(C(C#N)=NOC(N1CCOCC1)=[N+](C)C)=O.F[P-](F)(F)(F)(F)F.C(N(C(C)C)CC)(C)C. The catalyst is C(#N)C.CO.[OH-].[Na+].C(OCC)(=O)C.C(O)C. The product is [CH3:56][O:57][C:58]([NH:60][C@H:61]([C:65]1[CH:70]=[CH:69][CH:68]=[CH:67][CH:66]=1)[C:62]([N:40]1[CH2:41][CH2:42][CH2:43][C@H:39]1[C:37]1[NH:38][C:34]2[CH:33]=[CH:32][C:31]3[C:51](=[CH:52][CH:53]=[C:54]4[C:25]5[CH:24]=[CH:23][C:22]([C:19]6[NH:18][C:17]([C@H:13]7[CH2:14][CH2:15][CH2:16][N:12]7[C:10](=[O:11])[C@@H:6]([NH:5][C:3](=[O:4])[O:2][CH3:1])[CH:7]([CH3:9])[CH3:8])=[N:21][CH:20]=6)=[CH:27][C:26]=5[CH2:28][O:29][C:30]4=3)[C:35]=2[N:36]=1)=[O:64])=[O:59]. The yield is 0.510.